This data is from Catalyst prediction with 721,799 reactions and 888 catalyst types from USPTO. The task is: Predict which catalyst facilitates the given reaction. (1) Reactant: [O:1]=[C:2]1[N:25]([CH2:26][CH2:27][CH2:28][CH2:29][CH2:30][CH2:31][C:32]([OH:34])=[O:33])[C:6]2=[N:7][C:8]([C:18]3[CH:23]=[CH:22][C:21]([CH3:24])=[CH:20][CH:19]=3)=[C:9]([C:11]3[CH:16]=[CH:15][C:14]([CH3:17])=[CH:13][CH:12]=3)[N:10]=[C:5]2[CH2:4][CH2:3]1.C[Si]([N-][Si](C)(C)C)(C)C.[Li+].[CH3:45][C:46]([CH3:48])=[O:47]. Product: [OH:47][C:46]([CH:3]1[C:2](=[O:1])[N:25]([CH2:26][CH2:27][CH2:28][CH2:29][CH2:30][CH2:31][C:32]([OH:34])=[O:33])[C:6]2=[N:7][C:8]([C:18]3[CH:23]=[CH:22][C:21]([CH3:24])=[CH:20][CH:19]=3)=[C:9]([C:11]3[CH:12]=[CH:13][C:14]([CH3:17])=[CH:15][CH:16]=3)[N:10]=[C:5]2[CH2:4]1)([CH3:48])[CH3:45]. The catalyst class is: 1. (2) Reactant: C[O:2][C:3]1[CH:4]=[C:5]([C:11]2[N:15]3[N:16]=[C:17]([NH:20][C@H:21]4[CH2:26][CH2:25][C@H:24]([OH:27])[CH2:23][CH2:22]4)[CH:18]=[CH:19][C:14]3=[N:13][CH:12]=2)[CH:6]=[CH:7][C:8]=1[O:9]C.B(Br)(Br)Br.[OH-].[Na+]. Product: [OH:27][C@H:24]1[CH2:25][CH2:26][C@H:21]([NH:20][C:17]2[CH:18]=[CH:19][C:14]3[N:15]([C:11]([C:5]4[CH:4]=[C:3]([OH:2])[C:8]([OH:9])=[CH:7][CH:6]=4)=[CH:12][N:13]=3)[N:16]=2)[CH2:22][CH2:23]1. The catalyst class is: 4. (3) Reactant: [CH3:1][O:2][C:3]1([CH2:6][CH2:7][NH2:8])[CH2:5][CH2:4]1.[Cl:9][CH2:10][CH2:11][N:12]=[C:13]=[O:14]. Product: [Cl:9][CH2:10][CH2:11][NH:12][C:13]([NH:8][CH2:7][CH2:6][C:3]1([O:2][CH3:1])[CH2:5][CH2:4]1)=[O:14]. The catalyst class is: 1. (4) Reactant: C(OC(=O)[NH:7][C@H:8]([C:30]1[CH:35]=[CH:34][C:33]([O:36][CH2:37][CH2:38][O:39][C:40]([CH3:43])([CH3:42])[CH3:41])=[CH:32][CH:31]=1)[C:9](=[O:29])[NH:10][C@H:11]([C:19]1[NH:23][C:22]2[CH:24]=[CH:25][C:26]([I:28])=[CH:27][C:21]=2[N:20]=1)[CH2:12][C:13]1[CH:18]=[CH:17][CH:16]=[CH:15][CH:14]=1)(C)(C)C.Cl.O1CCOCC1. Product: [NH2:7][C@H:8]([C:30]1[CH:31]=[CH:32][C:33]([O:36][CH2:37][CH2:38][O:39][C:40]([CH3:43])([CH3:42])[CH3:41])=[CH:34][CH:35]=1)[C:9]([NH:10][C@H:11]([C:19]1[NH:23][C:22]2[CH:24]=[CH:25][C:26]([I:28])=[CH:27][C:21]=2[N:20]=1)[CH2:12][C:13]1[CH:14]=[CH:15][CH:16]=[CH:17][CH:18]=1)=[O:29]. The catalyst class is: 880. (5) The catalyst class is: 20. Product: [CH3:1][N:2]1[C:7]([S:8][CH3:9])=[CH:6][CH:5]=[C:4]([C:10]([OH:12])=[O:11])[C:3]1=[O:14]. Reactant: [CH3:1][N:2]1[C:7]([S:8][CH3:9])=[CH:6][CH:5]=[C:4]([C:10]([O:12]C)=[O:11])[C:3]1=[O:14].O.[OH-].[Li+]. (6) Reactant: [CH3:1][C:2]1[CH:3]=[CH:4][C:5]([N:9]2[CH:13]=[CH:12][CH:11]=[CH:10]2)=[C:6]([OH:8])[CH:7]=1.O=[C:15]1[CH2:20][CH2:19][N:18]([C:21]([O:23][C:24]([CH3:27])([CH3:26])[CH3:25])=[O:22])[CH2:17][CH2:16]1.FC(F)(F)C(O)=O. Product: [CH3:1][C:2]1[CH:3]=[CH:4][C:5]2[N:9]3[CH:13]=[CH:12][CH:11]=[C:10]3[C:15]3([CH2:20][CH2:19][N:18]([C:21]([O:23][C:24]([CH3:27])([CH3:26])[CH3:25])=[O:22])[CH2:17][CH2:16]3)[O:8][C:6]=2[CH:7]=1. The catalyst class is: 4. (7) Reactant: C(N(CC)CC)C.[CH3:8][C@@H:9]1[CH2:14][NH:13][CH2:12][CH2:11][N:10]1[C:15]1[N:20]=[CH:19][C:18]([O:21][CH2:22][C:23]2[C:28]([C:29]#[N:30])=[CH:27][N:26]=[CH:25][CH:24]=2)=[CH:17][N:16]=1.[C:31](=O)([O:40][CH:41]1[CH2:46][CH2:45][O:44][CH2:43][CH2:42]1)[O:32]N1C(=O)CCC1=O. Product: [C:29]([C:28]1[CH:27]=[N:26][CH:25]=[CH:24][C:23]=1[CH2:22][O:21][C:18]1[CH:17]=[N:16][C:15]([N:10]2[CH2:11][CH2:12][N:13]([C:31]([O:40][CH:41]3[CH2:46][CH2:45][O:44][CH2:43][CH2:42]3)=[O:32])[CH2:14][C@H:9]2[CH3:8])=[N:20][CH:19]=1)#[N:30]. The catalyst class is: 2. (8) Reactant: [CH2:1]([O:4][N:5]=[CH:6]/[C:7](/[CH3:21])=[CH:8]/[C@@H:9]1[C@@H:11]([C:12]([O:14]C(C)(C)C)=[O:13])[C:10]1([CH3:20])[CH3:19])[CH:2]=[CH2:3].C1(C)C=CC(S(O)(=O)=O)=CC=1. Product: [CH2:1]([O:4][N:5]=[CH:6]/[C:7](/[CH3:21])=[CH:8]/[C@@H:9]1[C@@H:11]([C:12]([OH:14])=[O:13])[C:10]1([CH3:20])[CH3:19])[CH:2]=[CH2:3]. The catalyst class is: 11. (9) The catalyst class is: 17. Product: [NH2:29][C:20]1[C:19]2[N:18]=[C:17]([CH2:30][CH2:31][CH2:32][CH3:33])[N:16]([CH2:15][CH2:14][CH2:13][CH2:12][NH:11][S:7]([C:1]3[CH:6]=[CH:5][CH:4]=[CH:3][CH:2]=3)(=[O:9])=[O:8])[C:28]=2[C:27]2[CH:26]=[CH:25][CH:24]=[CH:23][C:22]=2[N:21]=1. Reactant: [C:1]1([S:7](Cl)(=[O:9])=[O:8])[CH:6]=[CH:5][CH:4]=[CH:3][CH:2]=1.[NH2:11][CH2:12][CH2:13][CH2:14][CH2:15][N:16]1[C:28]2[C:27]3[CH:26]=[CH:25][CH:24]=[CH:23][C:22]=3[N:21]=[C:20]([NH2:29])[C:19]=2[N:18]=[C:17]1[CH2:30][CH2:31][CH2:32][CH3:33].ClCCl. (10) Reactant: [Br:1]N1C(=O)CCC1=O.[C:9]([O:13][CH:14]([C:19]1[C:24]([C:25]([F:28])([F:27])[F:26])=[CH:23][CH:22]=[C:21]([OH:29])[C:20]=1[C:30]1[CH:31]=[CH:32][C:33]2[O:38][CH2:37][CH2:36][CH2:35][C:34]=2[CH:39]=1)[C:15]([O:17][CH3:18])=[O:16])([CH3:12])([CH3:11])[CH3:10].C(NC(C)C)(C)C. Product: [Br:1][C:22]1[CH:23]=[C:24]([C:25]([F:28])([F:27])[F:26])[C:19]([CH:14]([O:13][C:9]([CH3:12])([CH3:10])[CH3:11])[C:15]([O:17][CH3:18])=[O:16])=[C:20]([C:30]2[CH:31]=[CH:32][C:33]3[O:38][CH2:37][CH2:36][CH2:35][C:34]=3[CH:39]=2)[C:21]=1[OH:29]. The catalyst class is: 4.